From a dataset of Forward reaction prediction with 1.9M reactions from USPTO patents (1976-2016). Predict the product of the given reaction. Given the reactants Br[CH2:2][C:3]([C:5]1[CH:10]=[CH:9][C:8]([O:11][Si:12]([CH:19]([CH3:21])[CH3:20])([CH:16]([CH3:18])[CH3:17])[CH:13]([CH3:15])[CH3:14])=[CH:7][C:6]=1[Cl:22])=[O:4].[CH3:23][O:24][C:25]1[N:30]=[CH:29][C:28]([C:31]2([OH:37])[CH2:36][CH2:35][NH:34][CH2:33][CH2:32]2)=[CH:27][CH:26]=1, predict the reaction product. The product is: [Cl:22][C:6]1[CH:7]=[C:8]([O:11][Si:12]([CH:19]([CH3:21])[CH3:20])([CH:16]([CH3:18])[CH3:17])[CH:13]([CH3:15])[CH3:14])[CH:9]=[CH:10][C:5]=1[CH:3]([OH:4])[CH2:2][N:34]1[CH2:35][CH2:36][C:31]([C:28]2[CH:29]=[N:30][C:25]([O:24][CH3:23])=[CH:26][CH:27]=2)([OH:37])[CH2:32][CH2:33]1.